Dataset: Forward reaction prediction with 1.9M reactions from USPTO patents (1976-2016). Task: Predict the product of the given reaction. Given the reactants [CH2:1]([N:4]1[CH2:9][CH2:8][N:7]([C:10]2[N:15]=[CH:14][C:13]([NH2:16])=[CH:12][CH:11]=2)[CH2:6][CH2:5]1)[CH:2]=[CH2:3].[CH:17]([C:20]1[CH:25]=[CH:24][C:23]([S:26](Cl)(=[O:28])=[O:27])=[CH:22][CH:21]=1)([CH3:19])[CH3:18].C(N(CC)CC)C, predict the reaction product. The product is: [CH2:1]([N:4]1[CH2:5][CH2:6][N:7]([C:10]2[N:15]=[CH:14][C:13]([NH:16][S:26]([C:23]3[CH:24]=[CH:25][C:20]([CH:17]([CH3:19])[CH3:18])=[CH:21][CH:22]=3)(=[O:28])=[O:27])=[CH:12][CH:11]=2)[CH2:8][CH2:9]1)[CH:2]=[CH2:3].